Dataset: NCI-60 drug combinations with 297,098 pairs across 59 cell lines. Task: Regression. Given two drug SMILES strings and cell line genomic features, predict the synergy score measuring deviation from expected non-interaction effect. Drug 1: CC(C)(C#N)C1=CC(=CC(=C1)CN2C=NC=N2)C(C)(C)C#N. Drug 2: C1=NNC2=C1C(=O)NC=N2. Cell line: SF-268. Synergy scores: CSS=-1.22, Synergy_ZIP=-0.502, Synergy_Bliss=-0.777, Synergy_Loewe=-4.03, Synergy_HSA=-3.40.